This data is from Peptide-MHC class I binding affinity with 185,985 pairs from IEDB/IMGT. The task is: Regression. Given a peptide amino acid sequence and an MHC pseudo amino acid sequence, predict their binding affinity value. This is MHC class I binding data. (1) The peptide sequence is RVLTARKTV. The MHC is HLA-B07:02 with pseudo-sequence HLA-B07:02. The binding affinity (normalized) is 0.442. (2) The peptide sequence is DYAMHGTVF. The MHC is HLA-B08:01 with pseudo-sequence HLA-B08:01. The binding affinity (normalized) is 0.114. (3) The peptide sequence is WAAQIYPGI. The MHC is Mamu-B3901 with pseudo-sequence Mamu-B3901. The binding affinity (normalized) is 0.00666. (4) The MHC is HLA-A68:02 with pseudo-sequence HLA-A68:02. The binding affinity (normalized) is 0.294. The peptide sequence is TLQSFRQDV. (5) The peptide sequence is ADASTPESA. The MHC is Mamu-B01 with pseudo-sequence Mamu-B01. The binding affinity (normalized) is 0.167. (6) The peptide sequence is ILRNYLRLY. The MHC is HLA-A33:01 with pseudo-sequence HLA-A33:01. The binding affinity (normalized) is 0.259. (7) The peptide sequence is FTLNHVLALK. The MHC is HLA-A68:01 with pseudo-sequence HLA-A68:01. The binding affinity (normalized) is 0.859. (8) The peptide sequence is YRSGTETKI. The MHC is HLA-A24:02 with pseudo-sequence HLA-A24:02. The binding affinity (normalized) is 0. (9) The peptide sequence is NQATTKTTF. The MHC is HLA-B08:01 with pseudo-sequence HLA-B08:01. The binding affinity (normalized) is 0.180.